From a dataset of Forward reaction prediction with 1.9M reactions from USPTO patents (1976-2016). Predict the product of the given reaction. Given the reactants [C:1]([O:5][C:6](=[O:42])[NH:7][C:8](=[N:23][C:24](=[O:41])[CH2:25][C:26]([C:31]1[CH:36]=[CH:35][C:34]([O:37][CH2:38][CH:39]=[CH2:40])=[CH:33][CH:32]=1)=[N:27][O:28][CH2:29][CH3:30])[CH2:9][C:10]1[CH:15]=[C:14]([Cl:16])[C:13]([NH:17][C:18](=[O:21])[CH2:19]Br)=[C:12]([Cl:22])[CH:11]=1)([CH3:4])([CH3:3])[CH3:2].Cl.[CH2:44]([NH2:49])[CH2:45][CH2:46][CH:47]=[CH2:48].[CH:50](N(C(C)C)CC)(C)C, predict the reaction product. The product is: [C:1]([O:5][C:6](=[O:42])[NH:7][C:8](=[N:23][C:24](=[O:41])[CH2:25][C:26]([C:31]1[CH:36]=[CH:35][C:34]([O:37][CH2:38][CH:39]=[CH2:40])=[CH:33][CH:32]=1)=[N:27][O:28][CH2:29][CH3:30])[CH2:9][C:10]1[CH:15]=[C:14]([Cl:16])[C:13]([NH:17][C:18](=[O:21])[CH2:19][NH:49][CH2:44][CH2:45][CH2:46][CH2:47][CH:48]=[CH2:50])=[C:12]([Cl:22])[CH:11]=1)([CH3:4])([CH3:3])[CH3:2].